Dataset: Forward reaction prediction with 1.9M reactions from USPTO patents (1976-2016). Task: Predict the product of the given reaction. (1) Given the reactants [NH2:1][C:2]1[CH:3]=[C:4]2[C:17](=[CH:18][C:19]=1[N+:20]([O-])=O)[CH2:16][C@:6]1([C:14]3[C:9](=[N:10][CH:11]=[CH:12][CH:13]=3)[NH:8][C:7]1=[O:15])[CH2:5]2.[O-]S([O-])(=O)=O.[Mg+2].[CH2:29]([O-:31])[CH3:30].[CH2:32](Cl)Cl, predict the reaction product. The product is: [OH:31][CH2:29][C:30]1[CH:32]=[N:1][C:2]2[CH:3]=[C:4]3[CH2:5][C:6]4([C:14]5[C:9](=[N:10][CH:11]=[CH:12][CH:13]=5)[NH:8][C:7]4=[O:15])[CH2:16][C:17]3=[CH:18][C:19]=2[N:20]=1. (2) Given the reactants [CH3:1][O:2][C:3]([C:5]1[CH:14]=[CH:13][C:12]2[C:7](=[CH:8][CH:9]=[CH:10][C:11]=2[N:15]=[CH:16][C:17]([OH:35])([C:31]([F:34])([F:33])[F:32])[CH2:18][C:19]([C:22]2[CH:27]=[CH:26][CH:25]=[C:24]([F:28])[C:23]=2[O:29][CH3:30])([CH3:21])[CH3:20])[N:6]=1)=[O:4].C(=O)(O)[O-].[Na+], predict the reaction product. The product is: [CH3:1][O:2][C:3]([C:5]1[CH:14]=[CH:13][C:12]2[C:7](=[CH:8][CH:9]=[CH:10][C:11]=2[NH:15][CH:16]2[C:27]3[C:22](=[C:23]([O:29][CH3:30])[C:24]([F:28])=[CH:25][CH:26]=3)[C:19]([CH3:21])([CH3:20])[CH2:18][C:17]2([OH:35])[C:31]([F:32])([F:33])[F:34])[N:6]=1)=[O:4]. (3) Given the reactants O1[C:5]2([CH2:10][CH2:9][CH:8]([C:11]3[CH:44]=[CH:43][C:14]([CH2:15][O:16][C:17]4[CH:22]=[CH:21][CH:20]=[CH:19][C:18]=4[C:23]4[N:28]=[C:27]([N:29]5[C:33]([C:34]([F:37])([F:36])[F:35])=[C:32]([C:38]([O:40][CH2:41][CH3:42])=[O:39])[CH:31]=[N:30]5)[CH:26]=[CH:25][CH:24]=4)=[CH:13][CH:12]=3)[CH2:7][CH2:6]2)[O:4]CC1, predict the reaction product. The product is: [O:4]=[C:5]1[CH2:6][CH2:7][CH:8]([C:11]2[CH:12]=[CH:13][C:14]([CH2:15][O:16][C:17]3[CH:22]=[CH:21][CH:20]=[CH:19][C:18]=3[C:23]3[N:28]=[C:27]([N:29]4[C:33]([C:34]([F:36])([F:37])[F:35])=[C:32]([C:38]([O:40][CH2:41][CH3:42])=[O:39])[CH:31]=[N:30]4)[CH:26]=[CH:25][CH:24]=3)=[CH:43][CH:44]=2)[CH2:9][CH2:10]1. (4) Given the reactants [Br:1][C:2]1[S:6][C:5]([C:7]([O:9][CH2:10]C)=[O:8])=[C:4]([NH2:12])[CH:3]=1.CO[CH:15](OC)[N:16]([CH3:18])[CH3:17], predict the reaction product. The product is: [Br:1][C:2]1[S:6][C:5]([C:7]([O:9][CH3:10])=[O:8])=[C:4]([N:12]=[CH:15][N:16]([CH3:18])[CH3:17])[CH:3]=1. (5) Given the reactants [CH3:1][C:2]1(C(OCC)=O)[CH2:9][CH2:8][CH2:7][N:6]([C:10]([O:12][C:13]([CH3:16])([CH3:15])[CH3:14])=[O:11])[CH2:5][CH2:4][C:3]1=[O:17].[OH-].[K+], predict the reaction product. The product is: [CH3:1][CH:2]1[CH2:9][CH2:8][CH2:7][N:6]([C:10]([O:12][C:13]([CH3:16])([CH3:15])[CH3:14])=[O:11])[CH2:5][CH2:4][C:3]1=[O:17]. (6) The product is: [C:1]([O:5][C:6]([C:7]1[C:8]([C:17]2[CH:18]=[CH:19][C:20]([CH3:22])=[CH:21][C:16]=2[F:15])=[CH:9][CH:10]=[CH:11][CH:12]=1)=[O:14])([CH3:4])([CH3:3])[CH3:2]. Given the reactants [C:1]([O:5][C:6](=[O:14])[C:7]1[CH:12]=[CH:11][CH:10]=[CH:9][C:8]=1Br)([CH3:4])([CH3:3])[CH3:2].[F:15][C:16]1[CH:21]=[C:20]([CH3:22])[CH:19]=[CH:18][C:17]=1B(O)O.C(O)(C)C.C(=O)([O-])[O-].[Na+].[Na+], predict the reaction product. (7) Given the reactants CO[C:3](=[O:24])[C:4]1[CH:9]=[CH:8][C:7](/[CH:10]=[CH:11]/[C:12]2[C:13]([C:18]3[CH:23]=[CH:22][CH:21]=[CH:20][CH:19]=3)=[N:14][O:15][C:16]=2[CH3:17])=[N:6][CH:5]=1.[NH2:25][CH:26]1[CH2:31][CH2:30][O:29][CH2:28][CH2:27]1, predict the reaction product. The product is: [CH3:17][C:16]1[O:15][N:14]=[C:13]([C:18]2[CH:19]=[CH:20][CH:21]=[CH:22][CH:23]=2)[C:12]=1/[CH:11]=[CH:10]/[C:7]1[CH:8]=[CH:9][C:4]([C:3]([NH:25][CH:26]2[CH2:31][CH2:30][O:29][CH2:28][CH2:27]2)=[O:24])=[CH:5][N:6]=1.